Dataset: Experimentally validated miRNA-target interactions with 360,000+ pairs, plus equal number of negative samples. Task: Binary Classification. Given a miRNA mature sequence and a target amino acid sequence, predict their likelihood of interaction. (1) The miRNA is hsa-miR-4763-5p with sequence CGCCUGCCCAGCCCUCCUGCU. The protein sequence of the target gene is MASETHNVKKRNFCNKIEDHFIDLPRKKISNFTNKNMKEVKKSPKQLAAYINRTVGQTVKSPDKLRKVIYRRKKVHHPFPNPCYRKKQSPGSGGCDMANKENELACAGHLPEKLHHDSRTYLVNSSDSGSSQTESPSSKYSGFFSEVSQDHETMAQVLFSRNMRLNVALTFWRKRSISELVAYLLRIEDLGVVVDCLPVLTNCLQEEKQYISLGCCVDLLPLVKSLLKSKFEEYVIVGLNWLQAVIKRWWSELSSKTEIINDGNIQILKQQLSGLWEQENHLTLVPGYTGNIAKDVDAYL.... Result: 0 (no interaction). (2) The miRNA is hsa-miR-148b-5p with sequence AAGUUCUGUUAUACACUCAGGC. The protein sequence of the target gene is MNTSHLLALLLPKSPQGENRSKPLGTPYNFSEHCQDSVDVMVFIVTSYSIETVVGVLGNLCLMCVTVRQKEKANVTNLLIANLAFSDFLMCLLCQPLTAVYTIMDYWIFGETLCKMSAFIQCMSVTVSILSLVLVALERHQLIINPTGWKPSISQAYLGIVLIWVIACVLSLPFLANSILENVFHKNHSKALEFLADKVVCTESWPLAHHRTIYTTFLLLFQYCLPLGFILVCYARIYRRLQRQGRVFHKGTYSLRAGHMKQVNVVLVVMVVAFAVLWLPLHVFNSLEDWHHEAIPICHG.... Result: 1 (interaction). (3) The miRNA is hsa-miR-597-5p with sequence UGUGUCACUCGAUGACCACUGU. The protein sequence of the target gene is MEKLGVEPEEEGGGDDDEEDAEAWAMELADVGAAASSQGVHDQVLPTPNASSRVIVHVDLDCFYAQVEMISNPELKDKPLGVQQKYLVVTCNYEARKLGVKKLMNVRDAKEKCPQLVLVNGEDLTRYREMSYKVTELLEEFSPVVERLGFDENFVDLTEMVEKRLQQLQSDELSAVTVSGHVYNNQSINLLDVLHIRLLVGSQIAAEMREAMYNQLGLTGCAGVASNKLLAKLVSGVFKPNQQTVLLPESCQHLIHSLNHIKEIPGIGYKTAKCLEALGINSVRDLQTFSPKILEKELGI.... Result: 0 (no interaction). (4) The miRNA is mmu-miR-466l-5p with sequence UUGUGUGUACAUGUACAUGUAU. The protein sequence of the target gene is MALFSVRKARECWRFIRALHKGPAATLAPQKESGERVFSGIQPTGILHLGNYLGAIESWVNLQEEYDTVIYSIVDLHSITVPQDPTVLQQSILDMTAVLLACGINPEKSILFQQSKVSEHTQLSWILTCMVRLPRLQHLHQWKAKAAKQKHDGTVGLLTYPVLQAADILCYKSTHVPVGEDQVQHMELVQDLARSFNQKYGEFFPLPKSILTSMKKVKSLRDPSSKMSKSDPDKLATVRITDSPEEIVQKFRKAVTDFTSEVTYEPDSRAGVSNMVAIHAAVSGLSVEEVVRSSAGLDTA.... Result: 1 (interaction). (5) The miRNA is mmu-miR-105 with sequence CCAAGUGCUCAGAUGCUUGUGGU. The protein sequence of the target gene is MAVAAAAAAGPVFWRRLLGLLPGRPGLAALLGRLSDRLGRNRDRQRRRSPWLLLAPLLSPAVPQVTSPPCCLCPEGVHRFQWIRNLVPEFGVSSSHVRVLSSPAEFFELMKGQIRVAKRRVVMASLYLGTGPLEQELVDCLESTLEKSLQAKFPSNLKVSILLDFTRGSRGRKNSRTMLLPLLRRFPEQVRVSLFHTPHLRGLLRLLIPERFNETIGLQHIKVYLFDNSVILSGANLSDSYFTNRQDRYVFLQDCAEIADFFTELVDAVGDVSLQLQGDDTVQVVDGMVHPYKGDRAEYC.... Result: 0 (no interaction).